From a dataset of Forward reaction prediction with 1.9M reactions from USPTO patents (1976-2016). Predict the product of the given reaction. Given the reactants [CH2:1]([S:3][C:4]1[CH:9]=[CH:8][CH:7]=[CH:6][C:5]=1B1OC(C)(C)C(C)(C)O1)[CH3:2].Br[C:20]1[CH:25]=[CH:24][N:23]2[CH:26]=[C:27]([C:29]([F:32])([F:31])[F:30])[N:28]=[C:22]2[CH:21]=1.P([O-])([O-])([O-])=O.[K+].[K+].[K+].O1CCOCC1, predict the reaction product. The product is: [CH2:1]([S:3][C:4]1[CH:9]=[CH:8][CH:7]=[CH:6][C:5]=1[C:20]1[CH:25]=[CH:24][N:23]2[CH:26]=[C:27]([C:29]([F:31])([F:32])[F:30])[N:28]=[C:22]2[CH:21]=1)[CH3:2].